The task is: Predict the reaction yield, written as a fraction of the theoretical maximum amount of product (1.0 means a 100% yield; for example, 0.34 means a 34% yield).. This data is from Reaction yield outcomes from USPTO patents with 853,638 reactions. (1) The reactants are [F:1][C:2]1[CH:9]=[C:8]([F:10])[CH:7]=[CH:6][C:3]=1[CH2:4]Br.[H-].[Na+].[F:13][C:14]([F:23])([F:22])[CH2:15][CH2:16][CH:17]([C:20]#[N:21])[C:18]#[N:19]. The catalyst is CN(C)C=O. The product is [F:1][C:2]1[CH:9]=[C:8]([F:10])[CH:7]=[CH:6][C:3]=1[CH2:4][C:17]([CH2:16][CH2:15][C:14]([F:13])([F:22])[F:23])([C:18]#[N:19])[C:20]#[N:21]. The yield is 0.570. (2) The reactants are [O:1]1[CH2:6][CH2:5][CH2:4][CH2:3][CH:2]1[O:7][C:8]1[CH:20]=[CH:19][C:11]([O:12]C2CCCCO2)=[CH:10][CH:9]=1.[O:21]1[CH:26]=[CH:25][CH2:24][CH2:23][CH2:22]1.C1(C)C=CC(S([O-])(=O)=O)=CC=1.[NH+]1C=CC=CC=1.C1(C=CC(O)=CC=1)O. The catalyst is C(Cl)Cl. The product is [C:8]1([CH:20]=[CH:19][C:11]([OH:12])=[CH:10][CH:9]=1)[OH:7].[O:1]1[CH2:6][CH2:5][CH2:4][CH2:3][CH2:2]1.[O:21]1[CH2:26][CH2:25][CH2:24][CH2:23][CH2:22]1. The yield is 0.750. (3) The reactants are Br[C:2]1[N:7]=[C:6]([C:8]([O:10][CH3:11])=[O:9])[CH:5]=[CH:4][C:3]=1[F:12].[F:13][C:14]1[CH:15]=[C:16]([C:30]([CH3:39])([CH3:38])[C:31]([O:33][C:34]([CH3:37])([CH3:36])[CH3:35])=[O:32])[CH:17]=[C:18]([F:29])[C:19]=1B1OC(C)(C)C(C)(C)O1. No catalyst specified. The product is [C:34]([O:33][C:31](=[O:32])[C:30]([C:16]1[CH:15]=[C:14]([F:13])[C:19]([C:2]2[N:7]=[C:6]([C:8]([O:10][CH3:11])=[O:9])[CH:5]=[CH:4][C:3]=2[F:12])=[C:18]([F:29])[CH:17]=1)([CH3:39])[CH3:38])([CH3:35])([CH3:36])[CH3:37]. The yield is 0.730.